Dataset: Catalyst prediction with 721,799 reactions and 888 catalyst types from USPTO. Task: Predict which catalyst facilitates the given reaction. (1) Reactant: C([NH:8][C:9]1[CH:14]=[CH:13][C:12]([C:15]2[CH:16]([CH2:23][CH3:24])[CH:17]([CH3:22])[C:18](=[O:21])[NH:19][N:20]=2)=[CH:11][C:10]=1[OH:25])C1C=CC=CC=1. Product: [NH2:8][C:9]1[CH:14]=[CH:13][C:12]([C:15]2[CH:16]([CH2:23][CH3:24])[CH:17]([CH3:22])[C:18](=[O:21])[NH:19][N:20]=2)=[CH:11][C:10]=1[OH:25]. The catalyst class is: 43. (2) The catalyst class is: 12. Reactant: CC1(C)C(C)(C)OB([C:9]2[CH:10]=[C:11]3[C:16](=[N:17][CH:18]=2)[N:15]([C:19]([NH2:21])=[O:20])[CH2:14][CH2:13][CH2:12]3)O1.Br[C:24]1[CH:25]=[C:26]([N:30]2[CH2:35][CH2:34][O:33][CH2:32][CH2:31]2)[CH:27]=[N:28][CH:29]=1.C([O-])([O-])=O.[Na+].[Na+].O. Product: [O:33]1[CH2:34][CH2:35][N:30]([C:26]2[CH:25]=[C:24]([C:9]3[CH:10]=[C:11]4[C:16](=[N:17][CH:18]=3)[N:15]([C:19]([NH2:21])=[O:20])[CH2:14][CH2:13][CH2:12]4)[CH:29]=[N:28][CH:27]=2)[CH2:31][CH2:32]1. (3) Reactant: [CH3:1][C:2](=[CH:5][C:6]1[CH:11]=[CH:10][C:9]([CH3:12])=[CH:8][CH:7]=1)[CH2:3]O.P(Br)(Br)[Br:14].O. Product: [Br:14][CH2:3][C:2]([CH3:1])=[CH:5][C:6]1[CH:11]=[CH:10][C:9]([CH3:12])=[CH:8][CH:7]=1. The catalyst class is: 740.